From a dataset of Catalyst prediction with 721,799 reactions and 888 catalyst types from USPTO. Predict which catalyst facilitates the given reaction. (1) Reactant: [Br:1][C:2]1[C:9]([N+:10]([O-:12])=[O:11])=[CH:8][C:5]([CH:6]=O)=[C:4]([N:13]2[CH2:18][CH:17]([CH3:19])[O:16][CH:15]([CH3:20])[CH2:14]2)[CH:3]=1.[NH:21]1[C:28](=[O:29])[CH2:27][C:25](=[O:26])[NH:24][C:22]1=[O:23]. Product: [Br:1][C:2]1[CH:3]=[C:4]2[C:5]([CH2:6][C:27]3([CH:14]4[CH:15]([CH3:20])[O:16][CH:17]([CH3:19])[CH2:18][N:13]42)[C:25](=[O:26])[NH:24][C:22](=[O:23])[NH:21][C:28]3=[O:29])=[CH:8][C:9]=1[N+:10]([O-:12])=[O:11]. The catalyst class is: 32. (2) Reactant: CCO.[N+:4]([C:7]1[CH:8]=[N:9][C:10]2[C:15]([C:16]=1[N:17]1[CH2:22][CH2:21][CH2:20][C@H:19]([NH:23][C:24](=[O:30])[O:25][C:26]([CH3:29])([CH3:28])[CH3:27])[CH2:18]1)=[CH:14][CH:13]=[CH:12][CH:11]=2)([O-])=O.[NH4+].[Cl-]. Product: [NH2:4][C:7]1[CH:8]=[N:9][C:10]2[C:15]([C:16]=1[N:17]1[CH2:22][CH2:21][CH2:20][C@H:19]([NH:23][C:24](=[O:30])[O:25][C:26]([CH3:28])([CH3:27])[CH3:29])[CH2:18]1)=[CH:14][CH:13]=[CH:12][CH:11]=2. The catalyst class is: 150. (3) Reactant: C(Cl)(=O)C(Cl)=O.[F:7][C:8]([F:28])([F:27])[C:9]1[CH:14]=[CH:13][C:12]([C:15]2[N:19]3[CH:20]=[C:21]([C:24]([OH:26])=O)[N:22]=[CH:23][C:18]3=[N:17][CH:16]=2)=[CH:11][CH:10]=1.[CH3:29][NH:30][C:31]1[CH:38]=[CH:37][C:34]([C:35]#[N:36])=[CH:33][CH:32]=1.C(N(CC)CC)C. Product: [C:35]([C:34]1[CH:37]=[CH:38][C:31]([N:30]([CH3:29])[C:24]([C:21]2[N:22]=[CH:23][C:18]3[N:19]([C:15]([C:12]4[CH:11]=[CH:10][C:9]([C:8]([F:27])([F:28])[F:7])=[CH:14][CH:13]=4)=[CH:16][N:17]=3)[CH:20]=2)=[O:26])=[CH:32][CH:33]=1)#[N:36]. The catalyst class is: 139. (4) Reactant: C(P(CCCC)CCCC)CCC.[CH2:14]([O:16][C:17](=[O:27])[CH2:18][C:19]1[CH:24]=[CH:23][C:22]([OH:25])=[C:21]([Cl:26])[CH:20]=1)[CH3:15].[Br:28][C:29]1[CH:34]=[CH:33][C:32](/[C:35](/[C:39]2[CH:44]=[CH:43][CH:42]=[CH:41][CH:40]=2)=[CH:36]/[CH2:37]O)=[CH:31][CH:30]=1. Product: [CH2:14]([O:16][C:17](=[O:27])[CH2:18][C:19]1[CH:24]=[CH:23][C:22]([O:25][CH2:37]/[CH:36]=[C:35](/[C:32]2[CH:31]=[CH:30][C:29]([Br:28])=[CH:34][CH:33]=2)\[C:39]2[CH:44]=[CH:43][CH:42]=[CH:41][CH:40]=2)=[C:21]([Cl:26])[CH:20]=1)[CH3:15]. The catalyst class is: 1. (5) Reactant: C(O[CH:4](OCC)[CH2:5][CH2:6][CH2:7][NH2:8])C.Cl.[Br:13][C:14]1[CH:15]=[C:16]([NH:21]N)[CH:17]=[CH:18][C:19]=1[F:20]. Product: [Br:13][C:14]1[CH:15]=[C:16]2[C:17]([C:5]([CH2:6][CH2:7][NH2:8])=[CH:4][NH:21]2)=[CH:18][C:19]=1[F:20]. The catalyst class is: 5. (6) Reactant: [NH2:1][C:2]1[CH:7]=[CH:6][C:5]([I:8])=[CH:4][C:3]=1[C:9]([C:11]1[CH:16]=[CH:15][C:14]([S:17]([CH3:20])(=[O:19])=[O:18])=[CH:13][CH:12]=1)=O.[F:21][C:22]([F:30])([F:29])[C:23](=[O:28])[CH2:24][C:25](=O)[CH3:26].C(O)(C)C. Product: [F:21][C:22]([F:30])([F:29])[C:23]([C:24]1[C:25]([CH3:26])=[N:1][C:2]2[C:3]([C:9]=1[C:11]1[CH:16]=[CH:15][C:14]([S:17]([CH3:20])(=[O:19])=[O:18])=[CH:13][CH:12]=1)=[CH:4][C:5]([I:8])=[CH:6][CH:7]=2)=[O:28]. The catalyst class is: 644. (7) Reactant: C1C(=O)N([Br:8])C(=O)C1.[F:9][C:10]1[CH:18]=[CH:17][C:16]([C:19]([OH:21])=[O:20])=[C:15]2[C:11]=1[CH2:12][CH2:13][NH:14]2. Product: [Br:8][C:18]1[C:10]([F:9])=[C:11]2[C:15](=[C:16]([C:19]([OH:21])=[O:20])[CH:17]=1)[NH:14][CH2:13][CH2:12]2. The catalyst class is: 61.